Dataset: Full USPTO retrosynthesis dataset with 1.9M reactions from patents (1976-2016). Task: Predict the reactants needed to synthesize the given product. (1) The reactants are: [C:1]([C:5]1[CH:13]=[CH:12][C:8]([C:9](Cl)=[O:10])=[CH:7][CH:6]=1)([CH3:4])([CH3:3])[CH3:2].[C:14]1([O:22][CH3:23])[C:15](=[CH:18][CH:19]=[CH:20][CH:21]=1)[O:16][CH3:17].[Cl-].[Al+3].[Cl-].[Cl-].Cl. Given the product [CH3:17][O:16][C:15]1[CH:18]=[C:19]([CH:20]=[CH:21][C:14]=1[O:22][CH3:23])[C:9]([C:8]1[CH:12]=[CH:13][C:5]([C:1]([CH3:4])([CH3:3])[CH3:2])=[CH:6][CH:7]=1)=[O:10], predict the reactants needed to synthesize it. (2) The reactants are: Br[CH2:2][C:3]([C:5]1[CH:6]=[CH:7][C:8]2[C:9]([CH:23]=1)=[CH:10][CH:11]=[C:12]1[C:17]=2[O:16][CH2:15][C:14]2[CH:18]=[C:19]([Br:22])[CH:20]=[CH:21][C:13]1=2)=[O:4].[CH2:24]([O:31][C:32]([N:34]1[CH2:38][CH2:37][CH2:36][C@H:35]1[C:39]([OH:41])=[O:40])=[O:33])[C:25]1[CH:30]=[CH:29][CH:28]=[CH:27][CH:26]=1.C(N(CC)CC)C. Given the product [N:34]1([C:32]([O:31][CH2:24][C:25]2[CH:30]=[CH:29][CH:28]=[CH:27][CH:26]=2)=[O:33])[CH2:38][CH2:37][CH2:36][C@H:35]1[C:39]([O:41][CH2:2][C:3]([C:5]1[CH:6]=[CH:7][C:8]2[C:9]([CH:23]=1)=[CH:10][CH:11]=[C:12]1[C:17]=2[O:16][CH2:15][C:14]2[CH:18]=[C:19]([Br:22])[CH:20]=[CH:21][C:13]1=2)=[O:4])=[O:40], predict the reactants needed to synthesize it. (3) Given the product [F:40][C:36]1[CH:35]=[C:34]([NH:33][CH:26]([C:27]2[CH:28]=[CH:29][CH:30]=[CH:31][CH:32]=2)[C:8]([C:10]2[C:18]3[C:13](=[CH:14][CH:15]=[CH:16][CH:17]=3)[NH:12][CH:11]=2)=[O:9])[CH:39]=[CH:38][N:37]=1, predict the reactants needed to synthesize it. The reactants are: C(N(CC)CC)C.[CH:8]([C:10]1[C:18]2[C:13](=[CH:14][CH:15]=[CH:16][CH:17]=2)[N:12](C(OC(C)(C)C)=O)[CH:11]=1)=[O:9].[CH:26](=[N:33][C:34]1[CH:39]=[CH:38][N:37]=[C:36]([F:40])[CH:35]=1)[C:27]1[CH:32]=[CH:31][CH:30]=[CH:29][CH:28]=1. (4) Given the product [F:15][C:14]([F:17])([F:16])[CH:13]([CH3:18])[CH2:12][CH2:11][CH:27]([S:24]([CH2:23][CH2:22][C:21]([F:20])([F:32])[F:33])(=[O:25])=[O:26])[C:28]([O:30][CH3:31])=[O:29], predict the reactants needed to synthesize it. The reactants are: C1(C)C=CC(S(O[CH2:11][CH2:12][CH:13]([CH3:18])[C:14]([F:17])([F:16])[F:15])(=O)=O)=CC=1.[F:20][C:21]([F:33])([F:32])[CH2:22][CH2:23][S:24]([CH2:27][C:28]([O:30][CH3:31])=[O:29])(=[O:26])=[O:25].[H-].[Na+].Cl. (5) Given the product [N:11]1([C:8]2[CH:7]=[C:3]([C:4]([O:6][CH2:19][CH3:20])=[O:5])[C:2]([OH:1])=[CH:10][CH:9]=2)[CH:15]=[CH:14][CH:13]=[CH:12]1, predict the reactants needed to synthesize it. The reactants are: [OH:1][C:2]1[CH:10]=[CH:9][C:8]([N:11]2[CH:15]=[CH:14][CH:13]=[CH:12]2)=[CH:7][C:3]=1[C:4]([OH:6])=[O:5].Cl.CN(C)[CH2:19][CH2:20]CN=C=N.O.ON1C2C=CC=CC=2N=N1.C(O)C. (6) Given the product [NH:1]1[CH:5]=[CH:4][N:3]=[C:2]1[C:6]1[CH:7]=[CH:8][C:9]([S:12]([C:15]2[C:16]([NH:22][C:23]3[C:24]([CH3:31])=[CH:25][C:26]([CH3:30])=[CH:27][C:28]=3[CH3:29])=[N:17][C:18]([CH3:21])=[N:19][CH:20]=2)(=[O:13])=[O:14])=[CH:10][CH:11]=1, predict the reactants needed to synthesize it. The reactants are: [NH:1]1[CH2:5][CH2:4][N:3]=[C:2]1[C:6]1[CH:11]=[CH:10][C:9]([S:12]([C:15]2[C:16]([NH:22][C:23]3[C:28]([CH3:29])=[CH:27][C:26]([CH3:30])=[CH:25][C:24]=3[CH3:31])=[N:17][C:18]([CH3:21])=[N:19][CH:20]=2)(=[O:14])=[O:13])=[CH:8][CH:7]=1.C[N+]1([O-])CCOCC1. (7) Given the product [CH:21]1([CH:19]([N:3]2[CH:4]=[CH:5][C:6]([C:7]([O:9][CH2:10][CH3:11])=[O:8])=[C:2]2[CH3:1])[CH3:20])[CH2:26][CH2:25][CH2:24][CH2:23][CH2:22]1, predict the reactants needed to synthesize it. The reactants are: [CH3:1][C:2]1[NH:3][CH:4]=[CH:5][C:6]=1[C:7]([O:9][CH2:10][CH3:11])=[O:8].[H-].[Na+].CS(O[CH:19]([CH:21]1[CH2:26][CH2:25][CH2:24][CH2:23][CH2:22]1)[CH3:20])(=O)=O. (8) Given the product [CH3:30][O:29][C:27]([C:26]1[CH:31]=[CH:32][C:23]([CH2:22][CH2:21][C:8]([CH2:21][CH2:22][C:23]2[CH:32]=[CH:31][C:26]([C:1]([O:37][CH3:36])=[O:4])=[CH:25][CH:24]=2)([C:9]([O:11][CH2:12][CH:13]=[CH2:14])=[O:10])[C:7]([O:16][CH2:17][CH:18]=[CH2:19])=[O:15])=[CH:24][CH:25]=1)=[O:28], predict the reactants needed to synthesize it. The reactants are: [C:1](=[O:4])([O-])[O-].[Cs+].[Cs+].[C:7]([O:16][CH2:17][CH:18]=[CH2:19])(=[O:15])[CH2:8][C:9]([O:11][CH2:12][CH:13]=[CH2:14])=[O:10].I[CH2:21][CH2:22][C:23]1[CH:32]=[CH:31][C:26]([C:27]([O:29][CH3:30])=[O:28])=[CH:25][CH:24]=1.CN([CH:36]=[O:37])C. (9) The reactants are: Cl[C:2]1[CH:7]=[N:6][C:5]([CH3:8])=[CH:4][N:3]=1.[NH2:9][C@H:10]1[C:19]2[C:14](=[CH:15][CH:16]=[C:17]([CH:20]3[CH2:25][CH2:24][O:23][CH2:22][CH2:21]3)[CH:18]=2)[N:13]([C:26](=[O:28])[CH3:27])[C@@H:12]([CH3:29])[C@@H:11]1[CH3:30].CC(C)([O-])C.[Na+].CN(C1C(C2C(P(C3CCCCC3)C3CCCCC3)=CC=CC=2)=CC=CC=1)C. Given the product [CH3:29][C@H:12]1[C@H:11]([CH3:30])[C@@H:10]([NH:9][C:2]2[CH:7]=[N:6][C:5]([CH3:8])=[CH:4][N:3]=2)[C:19]2[C:14](=[CH:15][CH:16]=[C:17]([CH:20]3[CH2:25][CH2:24][O:23][CH2:22][CH2:21]3)[CH:18]=2)[N:13]1[C:26](=[O:28])[CH3:27], predict the reactants needed to synthesize it.